Dataset: Forward reaction prediction with 1.9M reactions from USPTO patents (1976-2016). Task: Predict the product of the given reaction. (1) Given the reactants [C:1]([O:5][C:6](=[O:36])[NH:7][C:8]1([C:12]2[CH:17]=[CH:16][C:15](C3C(=O)C4C(=CC=C(F)C=4)OC=3C3C=CC=CC=3)=[CH:14][CH:13]=2)[CH2:11][CH2:10][CH2:9]1)([CH3:4])([CH3:3])[CH3:2].[Cl:37][C:38]1[N:43]=[C:42]2[O:44][C:45]([C:50]3[CH:55]=[CH:54][CH:53]=[CH:52][CH:51]=3)=[C:46](I)[C:47](=[O:48])[C:41]2=[CH:40][CH:39]=1, predict the reaction product. The product is: [C:1]([O:5][C:6](=[O:36])[NH:7][C:8]1([C:12]2[CH:13]=[CH:14][C:15]([C:46]3[C:47](=[O:48])[C:41]4[C:42]([O:44][C:45]=3[C:50]3[CH:55]=[CH:54][CH:53]=[CH:52][CH:51]=3)=[N:43][C:38]([Cl:37])=[CH:39][CH:40]=4)=[CH:16][CH:17]=2)[CH2:9][CH2:10][CH2:11]1)([CH3:4])([CH3:2])[CH3:3]. (2) The product is: [C:14]1([N:13]2[C:12]3[CH:11]=[CH:10][C:6]([C:7]([OH:9])=[O:8])=[CH:5][C:4]=3[N:1]=[C:29]2[CH2:28][O:27][CH2:20][C:21]2[CH:26]=[CH:25][CH:24]=[CH:23][CH:22]=2)[CH:19]=[CH:18][CH:17]=[CH:16][CH:15]=1. Given the reactants [N+:1]([C:4]1[CH:5]=[C:6]([CH:10]=[CH:11][C:12]=1[NH:13][C:14]1[CH:19]=[CH:18][CH:17]=[CH:16][CH:15]=1)[C:7]([OH:9])=[O:8])([O-])=O.[CH2:20]([O:27][CH2:28][C:29](Cl)=O)[C:21]1[CH:26]=[CH:25][CH:24]=[CH:23][CH:22]=1, predict the reaction product.